From a dataset of Catalyst prediction with 721,799 reactions and 888 catalyst types from USPTO. Predict which catalyst facilitates the given reaction. (1) Reactant: [CH2:1]([OH:17])[CH2:2][CH2:3][CH2:4][CH2:5][CH2:6][CH2:7][CH2:8][CH2:9][CH2:10][CH2:11][CH2:12][CH2:13][CH2:14][CH2:15][CH3:16]. Product: [C:1]([O:17][CH2:1][CH2:2][CH2:3][CH2:4][CH2:5][CH2:6][CH2:7][CH2:8][CH2:9][CH2:10][CH2:11][CH2:12][CH2:13][CH2:14][CH2:15][CH3:16])(=[O:17])[CH2:2][CH2:3][CH2:4][CH2:5][CH2:6][CH2:7][CH2:8][CH2:9]/[CH:10]=[CH:11]\[CH2:12][CH2:13][CH3:14]. The catalyst class is: 81. (2) The catalyst class is: 115. Reactant: [NH2:1][C:2]1[CH:7]=[CH:6][C:5]([C@@H:8]2[CH2:10][C@H:9]2[NH:11][C:12](=[O:18])[O:13][C:14]([CH3:17])([CH3:16])[CH3:15])=[CH:4][CH:3]=1.[C:19]1([C:28]2[CH:33]=[CH:32][CH:31]=[CH:30][CH:29]=2)[CH:24]=[CH:23][CH:22]=[C:21]([C:25](Cl)=[O:26])[CH:20]=1.C(N(CC)CC)C.O. Product: [C:14]([O:13][C:12](=[O:18])[NH:11][C@@H:9]1[CH2:10][C@H:8]1[C:5]1[CH:6]=[CH:7][C:2]([NH:1][C:25]([C:21]2[CH:20]=[C:19]([C:28]3[CH:33]=[CH:32][CH:31]=[CH:30][CH:29]=3)[CH:24]=[CH:23][CH:22]=2)=[O:26])=[CH:3][CH:4]=1)([CH3:15])([CH3:17])[CH3:16]. (3) Reactant: [Si:1]([O:8][C@@H:9]1[C@@H:13]([CH2:14][O:15][Si](C(C)(C)C)(C)C)[O:12][C@@H:11]([N:23]2[C:27]3[N:28]=[CH:29][N:30]=[C:31]([NH2:32])[C:26]=3[CH:25]=[CH:24]2)[CH2:10]1)([C:4]([CH3:7])([CH3:6])[CH3:5])([CH3:3])[CH3:2].FC(F)(F)C(O)=O.O.C1(C)C=CC=CC=1. Product: [NH2:32][C:31]1[C:26]2[CH:25]=[CH:24][N:23]([C@@H:11]3[O:12][C@H:13]([CH2:14][OH:15])[C@@H:9]([O:8][Si:1]([C:4]([CH3:7])([CH3:6])[CH3:5])([CH3:2])[CH3:3])[CH2:10]3)[C:27]=2[N:28]=[CH:29][N:30]=1. The catalyst class is: 1. (4) Product: [CH3:31][O:32][CH2:33][CH2:34][NH:35][C:2]1[N:6]=[C:5]([CH:7]2[CH2:12][CH:11]([C:13]3[CH:18]=[CH:17][C:16]([C:19]([F:22])([F:21])[F:20])=[CH:15][CH:14]=3)[CH2:10][N:9]([C:23]([N:25]3[CH2:30][CH2:29][O:28][CH2:27][CH2:26]3)=[O:24])[CH2:8]2)[O:4][N:3]=1. Reactant: Cl[C:2]1[N:6]=[C:5]([CH:7]2[CH2:12][CH:11]([C:13]3[CH:18]=[CH:17][C:16]([C:19]([F:22])([F:21])[F:20])=[CH:15][CH:14]=3)[CH2:10][N:9]([C:23]([N:25]3[CH2:30][CH2:29][O:28][CH2:27][CH2:26]3)=[O:24])[CH2:8]2)[O:4][N:3]=1.[CH3:31][O:32][CH2:33][CH2:34][NH2:35]. The catalyst class is: 8. (5) Reactant: [Br:1][C:2]1[N:7]=[C:6]([N:8](C(OC(C)(C)C)=O)[C:9]([O:11][C:12]([CH3:15])([CH3:14])[CH3:13])=[O:10])[C:5]([O:23][CH3:24])=[CH:4][CH:3]=1.C([O-])([O-])=O.[K+].[K+]. Product: [Br:1][C:2]1[N:7]=[C:6]([NH:8][C:9](=[O:10])[O:11][C:12]([CH3:13])([CH3:14])[CH3:15])[C:5]([O:23][CH3:24])=[CH:4][CH:3]=1. The catalyst class is: 5.